Dataset: Reaction yield outcomes from USPTO patents with 853,638 reactions. Task: Predict the reaction yield, written as a fraction of the theoretical maximum amount of product (1.0 means a 100% yield; for example, 0.34 means a 34% yield). The reactants are C1C2C(=CC=CC=2)CC1C#N.C(N(CC)CC)C.P(Cl)(Cl)(Cl)=O.[CH3:24][C@H:25]1[CH2:30][N:29]([C:31]2[CH:36]=[CH:35][C:34]([O:37][C:38]([F:41])([F:40])[F:39])=[CH:33][CH:32]=2)[CH2:28][C@@H:27]([CH3:42])[N:26]1[S:43]([C:46]1[CH:54]=[CH:53][CH:52]=[C:51]2[C:47]=1[CH2:48][CH:49]([C:55]([NH2:57])=O)[CH2:50]2)(=[O:45])=[O:44]. The catalyst is ClC(Cl)C. The product is [CH3:24][C@H:25]1[CH2:30][N:29]([C:31]2[CH:36]=[CH:35][C:34]([O:37][C:38]([F:40])([F:39])[F:41])=[CH:33][CH:32]=2)[CH2:28][C@@H:27]([CH3:42])[N:26]1[S:43]([C:46]1[CH:54]=[CH:53][CH:52]=[C:51]2[C:47]=1[CH2:48][CH:49]([C:55]#[N:57])[CH2:50]2)(=[O:45])=[O:44]. The yield is 0.0900.